This data is from Full USPTO retrosynthesis dataset with 1.9M reactions from patents (1976-2016). The task is: Predict the reactants needed to synthesize the given product. (1) Given the product [NH2:15][C@@H:11]([C:10]1[CH:9]=[CH:8][C:7]([F:16])=[CH:6][CH:5]=1)[C:12]([O:14][CH3:17])=[O:13], predict the reactants needed to synthesize it. The reactants are: S(Cl)(Cl)=O.[CH:5]1[C:10]([C@H:11]([NH2:15])[C:12]([OH:14])=[O:13])=[CH:9][CH:8]=[C:7]([F:16])[CH:6]=1.[CH3:17]O. (2) Given the product [F:1][C:2]1[CH:3]=[N:4][CH:5]=[CH:6][C:7]=1[C:8]1[CH:9]=[C:10]2[N:22]=[C:21]([N:23]3[CH:27]=[C:26]([C:28]([OH:30])=[O:29])[CH:25]=[N:24]3)[NH:20][C:11]2=[N:12][C:13]=1[C:14]1[CH:15]=[N:16][CH:17]=[CH:18][CH:19]=1, predict the reactants needed to synthesize it. The reactants are: [F:1][C:2]1[CH:3]=[N:4][CH:5]=[CH:6][C:7]=1[C:8]1[CH:9]=[C:10]2[N:22]=[C:21]([N:23]3[CH:27]=[C:26]([C:28]([O:30]CC)=[O:29])[CH:25]=[N:24]3)[NH:20][C:11]2=[N:12][C:13]=1[C:14]1[CH:15]=[N:16][CH:17]=[CH:18][CH:19]=1.[OH-].[Na+].Cl. (3) Given the product [NH:30]1[C:31]2[C:39](=[CH:38][C:37]3[CH2:36][CH2:35][CH2:34][C:33]=3[CH:32]=2)[N:28]=[C:29]1[C:40]1[C:44]([NH:45][C:4]([CH:26]2[CH2:7][CH2:25]2)=[O:3])=[CH:43][NH:42][N:41]=1, predict the reactants needed to synthesize it. The reactants are: FC(F)[O:3][C:4]1[CH:26]=[CH:25][C:7]2NC(C3C(NC(N4CCCCC4)=O)=CNN=3)=NC=2C=1.[NH:28]1[C:39]2[C:31](=[CH:32][C:33]3[CH2:34][CH2:35][CH2:36][C:37]=3[CH:38]=2)[N:30]=[C:29]1[C:40]1[C:44]([NH2:45])=[CH:43][NH:42][N:41]=1.C(N(CC)CC)C.C1(C(Cl)=O)CC1.[OH-].[K+].[Cl-].[NH4+]. (4) Given the product [CH3:24][O:23][C:16]1[N:15]=[C:14]([CH2:2][CH2:1][CH3:5])[CH:21]=[C:20]([CH3:22])[C:17]=1[C:18]#[N:19], predict the reactants needed to synthesize it. The reactants are: [CH2:1]1[CH2:5]OC[CH2:2]1.CN1C(=O)CCC1.Cl[C:14]1[CH:21]=[C:20]([CH3:22])[C:17]([C:18]#[N:19])=[C:16]([O:23][CH3:24])[N:15]=1.C([Mg]Br)CC.Cl. (5) Given the product [CH3:4][S:5][C:6]1[N:11]=[C:10]([O:2][CH3:1])[C:9]([C:13]2[C:18]([F:19])=[CH:17][C:16]([F:20])=[CH:15][C:14]=2[F:21])=[C:8]([CH2:22][CH:23]([CH3:26])[CH2:24][CH3:25])[N:7]=1, predict the reactants needed to synthesize it. The reactants are: [CH3:1][O-:2].[Na+].[CH3:4][S:5][C:6]1[N:11]=[C:10](Cl)[C:9]([C:13]2[C:18]([F:19])=[CH:17][C:16]([F:20])=[CH:15][C:14]=2[F:21])=[C:8]([CH2:22][CH:23]([CH3:26])[CH2:24][CH3:25])[N:7]=1.[Cl-].[NH4+]. (6) Given the product [NH2:36][C:33]1[N:34]=[CH:35][C:30]([C:27]2[CH:28]=[CH:29][C:24]([C:9]3[CH:10]=[CH:11][CH:12]=[CH:13][C:8]=3[N:3]([CH2:1][CH3:2])[S:4]([CH3:7])(=[O:5])=[O:6])=[CH:25][C:26]=2[F:37])=[N:31][CH:32]=1, predict the reactants needed to synthesize it. The reactants are: [CH2:1]([N:3]([C:8]1[CH:13]=[CH:12][CH:11]=[CH:10][C:9]=1B1OC(C)(C)C(C)(C)O1)[S:4]([CH3:7])(=[O:6])=[O:5])[CH3:2].Br[C:24]1[CH:29]=[CH:28][C:27]([C:30]2[N:31]=[CH:32][C:33]([NH2:36])=[N:34][CH:35]=2)=[C:26]([F:37])[CH:25]=1. (7) Given the product [F:21][C:2]([F:1])([F:20])[C:3]1[CH:4]=[C:5]([C@H:13]2[O:17][C:16](=[O:18])[N:15]([CH2:31][C:24]3[C:23]([Br:22])=[CH:28][N:27]=[C:26]([S:29][CH3:30])[N:25]=3)[C@H:14]2[CH3:19])[CH:6]=[C:7]([C:9]([F:10])([F:11])[F:12])[CH:8]=1, predict the reactants needed to synthesize it. The reactants are: [F:1][C:2]([F:21])([F:20])[C:3]1[CH:4]=[C:5]([C@H:13]2[O:17][C:16](=[O:18])[NH:15][C@H:14]2[CH3:19])[CH:6]=[C:7]([C:9]([F:12])([F:11])[F:10])[CH:8]=1.[Br:22][C:23]1[C:24]([CH2:31]S(C)(=O)=O)=[N:25][C:26]([S:29][CH3:30])=[N:27][CH:28]=1.[NH4+].[Cl-]. (8) Given the product [CH2:21]([N:28]1[CH2:33][CH2:32][CH:31]([CH2:34][CH:35]([OH:36])[C:15]2[CH:16]=[CH:17][CH:18]=[CH:19][C:14]=2[O:13][CH2:12][CH:7]2[CH2:8][CH2:9][CH2:10][CH2:11][CH2:6]2)[CH2:30][CH2:29]1)[C:22]1[CH:27]=[CH:26][CH:25]=[CH:24][CH:23]=1, predict the reactants needed to synthesize it. The reactants are: C([Li])CCC.[CH2:6]1[CH2:11][CH2:10][CH2:9][CH2:8][CH:7]1[CH2:12][O:13][C:14]1[CH:19]=[CH:18][CH:17]=[CH:16][C:15]=1Br.[CH2:21]([N:28]1[CH2:33][CH2:32][CH:31]([CH2:34][CH:35]=[O:36])[CH2:30][CH2:29]1)[C:22]1[CH:27]=[CH:26][CH:25]=[CH:24][CH:23]=1.O.